Dataset: Reaction yield outcomes from USPTO patents with 853,638 reactions. Task: Predict the reaction yield, written as a fraction of the theoretical maximum amount of product (1.0 means a 100% yield; for example, 0.34 means a 34% yield). (1) The yield is 0.840. The product is [NH:18]1[CH:19]=[CH:20][N:16]=[C:17]1[NH:21][C:22]([C:24]1[C:32]2[N:31]=[C:30]([NH:33][C:13]([C:8]3[N:9]=[CH:10][C:11]4[C:6]([CH:7]=3)=[CH:5][CH:4]=[C:3]([O:2][CH3:1])[CH:12]=4)=[O:15])[NH:29][C:28]=2[CH:27]=[CH:26][CH:25]=1)=[O:23]. The catalyst is CN(C=O)C. The reactants are [CH3:1][O:2][C:3]1[CH:12]=[C:11]2[C:6]([CH:7]=[C:8]([C:13]([OH:15])=O)[N:9]=[CH:10]2)=[CH:5][CH:4]=1.[NH:16]1[CH:20]=[CH:19][N:18]=[C:17]1[NH:21][C:22]([C:24]1[C:32]2[NH:31][C:30]([NH2:33])=[N:29][C:28]=2[CH:27]=[CH:26][CH:25]=1)=[O:23].CN(C(ON1N=NC2C=CC=CC1=2)=[N+](C)C)C.F[P-](F)(F)(F)(F)F.CCN(C(C)C)C(C)C. (2) The catalyst is CC(O)(C)C.O. The reactants are [O:1]=[C:2]([CH2:7][CH2:8][CH2:9][CH2:10][CH2:11][CH2:12][CH2:13][CH2:14][CH2:15][CH2:16][CH2:17][CH3:18])/[CH:3]=[CH:4]/[CH:5]=[O:6].CC(=CC)C.[O-:24]Cl=O.[Na+]. The product is [O:1]=[C:2]([CH2:7][CH2:8][CH2:9][CH2:10][CH2:11][CH2:12][CH2:13][CH2:14][CH2:15][CH2:16][CH2:17][CH3:18])/[CH:3]=[CH:4]/[C:5]([OH:24])=[O:6]. The yield is 0.830. (3) The reactants are [C:1]([C:3]1[O:7][C:6](Br)=[CH:5][CH:4]=1)#[N:2].[NH:9]1[C:17]2[C:12](=[CH:13][CH:14]=[CH:15][CH:16]=2)[C:11]2([CH:21](B(O)O)CC[CH2:18]2)[C:10]1=[O:25].C(=O)([O-])[O-].[Na+].[Na+].[OH-].[Na+]. The catalyst is COCCOC.O.C1C=CC([P]([Pd]([P](C2C=CC=CC=2)(C2C=CC=CC=2)C2C=CC=CC=2)([P](C2C=CC=CC=2)(C2C=CC=CC=2)C2C=CC=CC=2)[P](C2C=CC=CC=2)(C2C=CC=CC=2)C2C=CC=CC=2)(C2C=CC=CC=2)C2C=CC=CC=2)=CC=1. The product is [CH3:18][C:11]1([CH3:21])[C:12]2[C:17](=[CH:16][CH:15]=[C:14]([C:6]3[O:7][C:3]([C:1]#[N:2])=[CH:4][CH:5]=3)[CH:13]=2)[NH:9][C:10]1=[O:25]. The yield is 0.490. (4) The reactants are Br[CH2:2][C:3](Br)=[O:4].[I:6][C:7]1[CH:13]=[CH:12][C:10]([NH2:11])=[CH:9][CH:8]=1.CCN(CC)CC.[NH:21]1[CH2:26][CH2:25][O:24][CH2:23][CH2:22]1. The yield is 0.910. The catalyst is C1C=CC=CC=1.CCOC(C)=O. The product is [I:6][C:7]1[CH:13]=[CH:12][C:10]([NH:11][C:3](=[O:4])[CH2:2][N:21]2[CH2:26][CH2:25][O:24][CH2:23][CH2:22]2)=[CH:9][CH:8]=1. (5) The reactants are [NH2:1][C:2]1[C:10]([CH3:11])=[C:9]([O:12][CH3:13])[CH:8]=[CH:7][C:3]=1[C:4]([NH2:6])=[O:5].C(N)(=O)C1C=CC=CC=1.[F:23][C:24]1[CH:25]=[C:26]([CH:30]=[CH:31][CH:32]=1)[C:27](Cl)=O. No catalyst specified. The product is [F:23][C:24]1[CH:25]=[C:26]([C:27]2[N:6]=[C:4]([OH:5])[C:3]3[C:2](=[C:10]([CH3:11])[C:9]([O:12][CH3:13])=[CH:8][CH:7]=3)[N:1]=2)[CH:30]=[CH:31][CH:32]=1. The yield is 0.730.